This data is from Reaction yield outcomes from USPTO patents with 853,638 reactions. The task is: Predict the reaction yield, written as a fraction of the theoretical maximum amount of product (1.0 means a 100% yield; for example, 0.34 means a 34% yield). (1) The reactants are [CH2:1]([N:8]1[CH2:13][CH2:12][C:11]([CH2:15][NH:16][C:17]([C:19]2[NH:20][C:21]3[C:26]([CH:27]=2)=[CH:25][CH:24]=[CH:23][C:22]=3[N:28]([CH3:37])[S:29]([C:32]2[S:33][CH:34]=[CH:35][CH:36]=2)(=[O:31])=[O:30])=O)(O)[CH2:10][CH2:9]1)[C:2]1[CH:7]=[CH:6][CH:5]=[CH:4][CH:3]=1.C1(C)C=CC=CC=1.COC1C=CC(P2(SP(C3C=CC(OC)=CC=3)(=S)S2)=[S:54])=CC=1. The catalyst is O1CCCC1. The product is [CH2:1]([N:8]1[CH2:13][CH2:12][C:11]2([S:54][C:17]([C:19]3[NH:20][C:21]4[C:26]([CH:27]=3)=[CH:25][CH:24]=[CH:23][C:22]=4[N:28]([CH3:37])[S:29]([C:32]3[S:33][CH:34]=[CH:35][CH:36]=3)(=[O:31])=[O:30])=[N:16][CH2:15]2)[CH2:10][CH2:9]1)[C:2]1[CH:7]=[CH:6][CH:5]=[CH:4][CH:3]=1. The yield is 0.0500. (2) The product is [CH3:12][CH:10]([CH3:11])[C:9]([O:8][C@@H:4]([O:3][C:43]([O:17][N:18]1[C:22](=[O:23])[C@H:21]([O:24][C:25](=[O:32])[C:26]2[CH:27]=[CH:28][CH:29]=[CH:30][CH:31]=2)[C@@H:20]([O:33][C:34](=[O:41])[C:35]2[CH:40]=[CH:39][CH:38]=[CH:37][CH:36]=2)[C:19]1=[O:42])=[O:45])[CH:5]([CH3:6])[CH3:7])=[O:13]. The reactants are C(=O)(SC)O[O:3][CH:4]([O:8][C:9](=[O:13])[CH:10]([CH3:12])[CH3:11])[CH:5]([CH3:7])[CH3:6].[OH:17][N:18]1[C:22](=[O:23])[C@H:21]([O:24][C:25](=[O:32])[C:26]2[CH:31]=[CH:30][CH:29]=[CH:28][CH:27]=2)[C@@H:20]([O:33][C:34](=[O:41])[C:35]2[CH:40]=[CH:39][CH:38]=[CH:37][CH:36]=2)[C:19]1=[O:42].[C:43](OO)(=[O:45])C.C(O)(=O)C. The yield is 0.250. The catalyst is ClCCCl. (3) The reactants are [CH3:1][N:2]1[C:6]2[CH:7]=[CH:8][C:9]([CH2:11][CH2:12][NH:13]C(OCC3C=CC=CC=3)=O)=[CH:10][C:5]=2[N:4]=[C:3]1[CH2:24][CH2:25][NH:26]C(OCC1C=CC=CC=1)=O. The catalyst is [Pd]. The product is [NH2:13][CH2:12][CH2:11][C:9]1[CH:8]=[CH:7][C:6]2[N:2]([CH3:1])[C:3]([CH2:24][CH2:25][NH2:26])=[N:4][C:5]=2[CH:10]=1. The yield is 0.550. (4) The reactants are [CH3:1][NH:2][S:3]([CH2:6][CH3:7])(=[O:5])=[O:4].[OH-].[K+].Cl[C:11]1[CH:16]=[N:15][C:14]([Cl:17])=[CH:13][N:12]=1. The catalyst is CO. The product is [Cl:17][C:14]1[N:15]=[CH:16][C:11]([N:2]([CH3:1])[S:3]([CH2:6][CH3:7])(=[O:5])=[O:4])=[N:12][CH:13]=1. The yield is 0.255. (5) The reactants are CCN(C(C)C)C(C)C.[C:10]1([C:16]2[NH:20][N:19]=[C:18]([C:21]([NH:23][CH2:24][C:25]([OH:27])=O)=[O:22])[CH:17]=2)[CH:15]=[CH:14][CH:13]=[CH:12][CH:11]=1.C1C=CC2N(O)N=NC=2C=1.CCN=C=NCCCN(C)C.Cl.[F:50][C:51]([F:64])([F:63])[C:52]1[CH:53]=[C:54]([CH:60]=[CH:61][CH:62]=1)[O:55][CH:56]1[CH2:59][NH:58][CH2:57]1. The catalyst is CN(C=O)C.O. The product is [O:27]=[C:25]([N:58]1[CH2:59][CH:56]([O:55][C:54]2[CH:60]=[CH:61][CH:62]=[C:52]([C:51]([F:50])([F:64])[F:63])[CH:53]=2)[CH2:57]1)[CH2:24][NH:23][C:21]([C:18]1[CH:17]=[C:16]([C:10]2[CH:11]=[CH:12][CH:13]=[CH:14][CH:15]=2)[NH:20][N:19]=1)=[O:22]. The yield is 0.511.